From a dataset of Full USPTO retrosynthesis dataset with 1.9M reactions from patents (1976-2016). Predict the reactants needed to synthesize the given product. (1) Given the product [Br:1][C:2]1[CH:7]=[CH:6][C:5]([O:8][CH2:13][C:12]2[CH:15]=[CH:16][C:17]([Cl:18])=[C:10]([Cl:9])[CH:11]=2)=[CH:4][CH:3]=1, predict the reactants needed to synthesize it. The reactants are: [Br:1][C:2]1[CH:7]=[CH:6][C:5]([OH:8])=[CH:4][CH:3]=1.[Cl:9][C:10]1[CH:11]=[C:12]([CH:15]=[CH:16][C:17]=1[Cl:18])[CH2:13]O.C1(P(C2C=CC=CC=2)C2C=CC=CC=2)C=CC=CC=1.C1(C)C=CC=CC=1.N(C(OCC)=O)=NC(OCC)=O. (2) Given the product [CH:4]([C:3]1[CH:6]=[C:7]([CH3:10])[CH:8]=[CH:9][C:2]=1[O:1][CH2:18][C:19]([O:21][CH2:22][CH3:23])=[O:20])=[O:5], predict the reactants needed to synthesize it. The reactants are: [OH:1][C:2]1[CH:9]=[CH:8][C:7]([CH3:10])=[CH:6][C:3]=1[CH:4]=[O:5].C([O-])([O-])=O.[K+].[K+].Br[CH2:18][C:19]([O:21][CH2:22][CH3:23])=[O:20]. (3) Given the product [O-:3][P:2]([O:5][O:6][P:7]([O-:10])([O-:9])=[O:8])(=[O:1])[O-:4].[Ca+2:18].[Ca+2:18], predict the reactants needed to synthesize it. The reactants are: [O-:1][P:2]([O:5][O:6][P:7]([O-:10])([O-:9])=[O:8])(=[O:4])[O-:3].[K+].[K+].[K+].[K+].O.O.[Cl-].[Ca+2:18].[Cl-].